This data is from Catalyst prediction with 721,799 reactions and 888 catalyst types from USPTO. The task is: Predict which catalyst facilitates the given reaction. Reactant: C(N(CC)CC)C.[I:8][C:9]1[C:17]2[CH:16]=[N:15][CH:14]=[N:13][C:12]=2[NH:11][CH:10]=1.[C:18](O[C:18]([O:20][C:21]([CH3:24])([CH3:23])[CH3:22])=[O:19])([O:20][C:21]([CH3:24])([CH3:23])[CH3:22])=[O:19]. Product: [I:8][C:9]1[C:17]2[CH:16]=[N:15][CH:14]=[N:13][C:12]=2[N:11]([C:18]([O:20][C:21]([CH3:24])([CH3:23])[CH3:22])=[O:19])[CH:10]=1. The catalyst class is: 119.